This data is from Reaction yield outcomes from USPTO patents with 853,638 reactions. The task is: Predict the reaction yield, written as a fraction of the theoretical maximum amount of product (1.0 means a 100% yield; for example, 0.34 means a 34% yield). (1) The yield is 0.770. The catalyst is C(O)(=O)C. The product is [C:29]([NH:28][C:26]1[C:25](=[O:34])[C:24]2[N:23]=[C:22]([CH3:40])[CH:21]=[CH:20][C:19]=2[C:18](=[O:41])[CH:27]=1)(=[O:33])[CH2:30][CH2:31][CH3:32]. The reactants are [Cr](O[Cr]([O-])(=O)=O)([O-])(=O)=O.[K+].[K+].C(N[C:18]1[CH:27]=[C:26]([NH:28][C:29](=[O:33])[CH2:30][CH2:31][CH3:32])[C:25]([O:34]C(=O)CCC)=[C:24]2[C:19]=1[CH:20]=[CH:21][C:22]([CH3:40])=[N:23]2)(=O)CCC.[OH2:41]. (2) The reactants are Cl.[CH3:2][C:3]1[C:7]([CH2:8][N:9]2[CH:13]=[C:12]([NH2:14])[CH:11]=[N:10]2)=[C:6]([CH3:15])[O:5][N:4]=1.[N:16]([CH:19]([CH2:25][CH:26]([CH3:28])[CH3:27])[C:20](OCC)=[O:21])=[C:17]=[O:18]. The yield is 0.500. No catalyst specified. The product is [CH3:2][C:3]1[C:7]([CH2:8][N:9]2[CH:13]=[C:12]([N:14]3[C:20](=[O:21])[CH:19]([CH2:25][CH:26]([CH3:28])[CH3:27])[NH:16][C:17]3=[O:18])[CH:11]=[N:10]2)=[C:6]([CH3:15])[O:5][N:4]=1.